Dataset: Peptide-MHC class I binding affinity with 185,985 pairs from IEDB/IMGT. Task: Regression. Given a peptide amino acid sequence and an MHC pseudo amino acid sequence, predict their binding affinity value. This is MHC class I binding data. The peptide sequence is ARAALQELL. The MHC is Mamu-B08 with pseudo-sequence Mamu-B08. The binding affinity (normalized) is 0.569.